Predict which catalyst facilitates the given reaction. From a dataset of Catalyst prediction with 721,799 reactions and 888 catalyst types from USPTO. (1) Reactant: [CH3:1][N:2]1[C:6]([C:7]2[CH:8]=[C:9]([C:12]([O:14][CH3:15])=[O:13])[S:10][CH:11]=2)=[CH:5][CH:4]=[N:3]1.C1C(=O)N([Br:23])C(=O)C1. Product: [Br:23][C:5]1[CH:4]=[N:3][N:2]([CH3:1])[C:6]=1[C:7]1[CH:8]=[C:9]([C:12]([O:14][CH3:15])=[O:13])[S:10][CH:11]=1. The catalyst class is: 7. (2) Reactant: COC1C=C(OC)C=CC=1C[N:6]([C:39]1[S:43][N:42]=[CH:41][N:40]=1)[S:7]([C:10]1[C:37]([F:38])=[CH:36][C:13]2[N:14]([CH2:18][C:19]3[CH:24]=[CH:23][CH:22]=[CH:21][C:20]=3/[CH:25]=[CH:26]/[CH2:27][NH:28]C(=O)OC(C)(C)C)[C:15](=[O:17])[O:16][C:12]=2[CH:11]=1)(=[O:9])=[O:8].C(O)(C(F)(F)F)=O. Product: [NH2:28][CH2:27]/[CH:26]=[CH:25]/[C:20]1[CH:21]=[CH:22][CH:23]=[CH:24][C:19]=1[CH2:18][N:14]1[C:13]2[CH:36]=[C:37]([F:38])[C:10]([S:7]([NH:6][C:39]3[S:43][N:42]=[CH:41][N:40]=3)(=[O:9])=[O:8])=[CH:11][C:12]=2[O:16][C:15]1=[O:17]. The catalyst class is: 2. (3) Reactant: Cl[C:2]([O:4][C:5]1[CH:10]=[CH:9][CH:8]=[CH:7][CH:6]=1)=[O:3].[O:11]([C:18]1[CH:19]=[C:20]([CH:23]=[CH:24][CH:25]=1)[CH2:21][NH2:22])[C:12]1[CH:17]=[CH:16][CH:15]=[CH:14][CH:13]=1.C(N(CC)CC)C. Product: [C:5]1([O:4][C:2](=[O:3])[NH:22][CH2:21][C:20]2[CH:23]=[CH:24][CH:25]=[C:18]([O:11][C:12]3[CH:17]=[CH:16][CH:15]=[CH:14][CH:13]=3)[CH:19]=2)[CH:10]=[CH:9][CH:8]=[CH:7][CH:6]=1. The catalyst class is: 334. (4) Reactant: [NH2:1][C:2]1[C:21]([C:22](=[O:33])[NH:23][C:24]2[S:28][N:27]=[C:26]([CH3:29])[C:25]=2[CH:30]2[CH2:32][CH2:31]2)=[C:5]2[N:6]=[C:7]3[CH2:13][CH2:12][N:11](C(OC(C)(C)C)=O)[CH2:10][C:8]3=[CH:9][N:4]2[N:3]=1.C(O)(C(F)(F)F)=O. Product: [NH2:1][C:2]1[C:21]([C:22]([NH:23][C:24]2[S:28][N:27]=[C:26]([CH3:29])[C:25]=2[CH:30]2[CH2:32][CH2:31]2)=[O:33])=[C:5]2[N:6]=[C:7]3[CH2:13][CH2:12][NH:11][CH2:10][C:8]3=[CH:9][N:4]2[N:3]=1. The catalyst class is: 2. (5) Reactant: CS(O[CH2:6][C:7]([NH:10][C:11]1[CH:16]=[C:15]([Cl:17])[N:14]=[C:13](Cl)[N:12]=1)([CH3:9])[CH3:8])(=O)=O.C(=O)([O-])[O-:20].[K+].[K+]. Product: [Cl:17][C:15]1[CH:16]=[C:11]2[NH:10][C:7]([CH3:9])([CH3:8])[CH2:6][N:12]2[C:13](=[O:20])[N:14]=1. The catalyst class is: 38. (6) The catalyst class is: 3. Product: [CH3:1][O:2][CH2:3][C@@H:4]([NH:6][C:7]([C:9]1[C:17]2[C:12](=[N:13][CH:14]=[C:15]([C:18]3[C:26]4[C:21](=[CH:22][C:23]([F:27])=[CH:24][CH:25]=4)[N:20]([CH2:40][C:41]4[CH:46]=[N:45][C:44]([N:47]5[CH2:52][CH2:51][O:50][CH2:49][CH2:48]5)=[CH:43][CH:42]=4)[N:19]=3)[N:16]=2)[N:11]([CH2:28][O:29][CH2:30][CH2:31][Si:32]([CH3:33])([CH3:35])[CH3:34])[CH:10]=1)=[O:8])[CH3:5]. Reactant: [CH3:1][O:2][CH2:3][C@@H:4]([NH:6][C:7]([C:9]1[C:17]2[C:12](=[N:13][CH:14]=[C:15]([C:18]3[C:26]4[C:21](=[CH:22][C:23]([F:27])=[CH:24][CH:25]=4)[NH:20][N:19]=3)[N:16]=2)[N:11]([CH2:28][O:29][CH2:30][CH2:31][Si:32]([CH3:35])([CH3:34])[CH3:33])[CH:10]=1)=[O:8])[CH3:5].[H-].[Na+].Cl.Cl[CH2:40][C:41]1[CH:42]=[CH:43][C:44]([N:47]2[CH2:52][CH2:51][O:50][CH2:49][CH2:48]2)=[N:45][CH:46]=1. (7) Reactant: [OH:1][C:2]1[CH:7]=[CH:6][C:5]([CH2:8][C:9]([O:11][CH2:12][C:13]2[CH:18]=[CH:17][CH:16]=[CH:15][CH:14]=2)=[O:10])=[CH:4][CH:3]=1.N1C(C)=CC=CC=1C.[Si:27](OS(C(F)(F)F)(=O)=O)([CH:34]([CH3:36])[CH3:35])([CH:31]([CH3:33])[CH3:32])[CH:28]([CH3:30])[CH3:29]. Product: [CH:28]([Si:27]([CH:34]([CH3:36])[CH3:35])([CH:31]([CH3:33])[CH3:32])[O:1][C:2]1[CH:3]=[CH:4][C:5]([CH2:8][C:9]([O:11][CH2:12][C:13]2[CH:14]=[CH:15][CH:16]=[CH:17][CH:18]=2)=[O:10])=[CH:6][CH:7]=1)([CH3:30])[CH3:29]. The catalyst class is: 2. (8) Reactant: [Cl:1][C:2]1[CH:3]=[C:4]2[C:10]([C:11]3[N:16]=[C:15]([NH:17][C@H:18]4[CH2:23][CH2:22][CH2:21][C@@:20]([OH:27])([C:24](O)=[O:25])[CH2:19]4)[C:14]([F:28])=[CH:13][N:12]=3)=[CH:9][NH:8][C:5]2=[N:6][CH:7]=1.[CH3:29][CH2:30][N:31](C(C)C)C(C)C.C(N)C.CN(C(ON1N=NC2C=CC=NC1=2)=[N+](C)C)C.F[P-](F)(F)(F)(F)F. Product: [Cl:1][C:2]1[CH:3]=[C:4]2[C:10]([C:11]3[N:16]=[C:15]([NH:17][C@H:18]4[CH2:23][CH2:22][CH2:21][C@@:20]([OH:27])([C:24]([NH:31][CH2:30][CH3:29])=[O:25])[CH2:19]4)[C:14]([F:28])=[CH:13][N:12]=3)=[CH:9][NH:8][C:5]2=[N:6][CH:7]=1. The catalyst class is: 3.